This data is from Full USPTO retrosynthesis dataset with 1.9M reactions from patents (1976-2016). The task is: Predict the reactants needed to synthesize the given product. (1) Given the product [F:1][C:2]1[CH:18]=[CH:17][C:5]([CH2:6][C:7]2[S:11][C:10]([CH:12]=[O:13])=[CH:9][CH:8]=2)=[CH:4][CH:3]=1, predict the reactants needed to synthesize it. The reactants are: [F:1][C:2]1[CH:18]=[CH:17][C:5]([CH2:6][C:7]2[S:11][C:10]([CH:12]3OCC[O:13]3)=[CH:9][CH:8]=2)=[CH:4][CH:3]=1.C(O)(=O)CC(CC(O)=O)(C(O)=O)O.C(OCC)(=O)C.O. (2) Given the product [Br:18][C:7]1[C:6]([F:10])=[C:3]([C:2]([F:1])=[CH:9][CH:8]=1)[C:4]#[N:5], predict the reactants needed to synthesize it. The reactants are: [F:1][C:2]1[CH:9]=[CH:8][CH:7]=[C:6]([F:10])[C:3]=1[C:4]#[N:5].C1C(=O)N([Br:18])C(=O)C1. (3) Given the product [C:1]1([CH:7]([C:13]2[CH:18]=[CH:17][CH:16]=[CH:15][CH:14]=2)[N:8]2[CH2:11][CH:10]([N:25]3[CH2:24][CH2:23][N:22]4[C:26](=[O:30])[CH2:27][CH2:28][CH2:29][CH:21]4[CH2:20]3)[CH2:9]2)[CH:6]=[CH:5][CH:4]=[CH:3][CH:2]=1, predict the reactants needed to synthesize it. The reactants are: [C:1]1([CH:7]([C:13]2[CH:18]=[CH:17][CH:16]=[CH:15][CH:14]=2)[N:8]2[CH2:11][C:10](=O)[CH2:9]2)[CH:6]=[CH:5][CH:4]=[CH:3][CH:2]=1.Cl.[CH2:20]1[NH:25][CH2:24][CH2:23][N:22]2[C:26](=[O:30])[CH2:27][CH2:28][CH2:29][CH:21]12.C(O)(=O)C.C([BH3-])#N.C[NH+](C)C. (4) Given the product [CH3:1][C:2]1[C:24]2[N-:25][C:4](=[CH:5][C:6]3[C:7]([CH2:33][CH2:34][C:35]([O-:37])=[O:36])=[C:8]([CH3:32])[C:9](=[CH:11][C:12]4[N+:16](=[Fe:44])[C:15]([CH:17]=[C:18]5[N:22]=[C:21]([CH:23]=2)[C:20]([CH:26]=[CH2:27])=[C:19]5[CH3:28])=[C:14]([CH:29]=[CH2:30])[C:13]=4[CH3:31])[N:10]=3)[C:3]=1[CH2:38][CH2:39][C:40]([OH:42])=[O:41].[CH3:1][C:2]1[C:24]2[N-:25][C:4](=[CH:5][C:6]3[C:7]([CH2:33][CH2:34][C:35]([O-:37])=[O:36])=[C:8]([CH3:32])[C:9](=[CH:11][C:12]4[N+:16](=[Fe:44])[C:15]([CH:17]=[C:18]5[N:22]=[C:21]([CH:23]=2)[C:20]([CH:26]=[CH2:27])=[C:19]5[CH3:28])=[C:14]([CH:29]=[CH2:30])[C:13]=4[CH3:31])[N:10]=3)[C:3]=1[CH2:38][CH2:39][C:40]([OH:42])=[O:41].[CH3:1][C:2]1[C:24]2[N-:25][C:4](=[CH:5][C:6]3[C:7]([CH2:33][CH2:34][C:35]([O-:37])=[O:36])=[C:8]([CH3:32])[C:9](=[CH:11][C:12]4[N+:16](=[Fe:44])[C:15]([CH:17]=[C:18]5[N:22]=[C:21]([CH:23]=2)[C:20]([CH:26]=[CH2:27])=[C:19]5[CH3:28])=[C:14]([CH:29]=[CH2:30])[C:13]=4[CH3:31])[N:10]=3)[C:3]=1[CH2:38][CH2:39][C:40]([OH:42])=[O:41].[CH3:1][C:2]1[C:24]2[N-:25][C:4](=[CH:5][C:6]3[C:7]([CH2:33][CH2:34][C:35]([O-:37])=[O:36])=[C:8]([CH3:32])[C:9](=[CH:11][C:12]4[N+:16](=[Fe:44])[C:15]([CH:17]=[C:18]5[N:22]=[C:21]([CH:23]=2)[C:20]([CH:26]=[CH2:27])=[C:19]5[CH3:28])=[C:14]([CH:29]=[CH2:30])[C:13]=4[CH3:31])[N:10]=3)[C:3]=1[CH2:38][CH2:39][C:40]([OH:42])=[O:41].[CH3:31][C:13]1[C:12]2[N-:16][C:15](=[CH:17][C:18]3[C:19]([CH3:28])=[C:20]([CH:26]=[CH2:27])[C:21](=[CH:23][C:24]4[N-:25][C:4]([CH:5]=[C:6]5[N:10]=[C:9]([CH:11]=2)[C:8]([CH3:32])=[C:7]5[CH2:33][CH2:34][C:35]([OH:37])=[O:36])=[C:3]([CH2:38][CH2:39][C:40]([O-:42])=[O:41])[C:2]=4[CH3:1])[N:22]=3)[C:14]=1[CH:29]=[CH2:30].[CH3:31][C:13]1[C:12]2[N-:16][C:15](=[CH:17][C:18]3[C:19]([CH3:28])=[C:20]([CH:26]=[CH2:27])[C:21](=[CH:23][C:24]4[N-:25][C:4]([CH:5]=[C:6]5[N:10]=[C:9]([CH:11]=2)[C:8]([CH3:32])=[C:7]5[CH2:33][CH2:34][C:35]([OH:37])=[O:36])=[C:3]([CH2:38][CH2:39][C:40]([O-:42])=[O:41])[C:2]=4[CH3:1])[N:22]=3)[C:14]=1[CH:29]=[CH2:30].[CH3:31][C:13]1[C:12]2[N-:16][C:15](=[CH:17][C:18]3[C:19]([CH3:28])=[C:20]([CH:26]=[CH2:27])[C:21](=[CH:23][C:24]4[N-:25][C:4]([CH:5]=[C:6]5[N:10]=[C:9]([CH:11]=2)[C:8]([CH3:32])=[C:7]5[CH2:33][CH2:34][C:35]([OH:37])=[O:36])=[C:3]([CH2:38][CH2:39][C:40]([O-:42])=[O:41])[C:2]=4[CH3:1])[N:22]=3)[C:14]=1[CH:29]=[CH2:30].[CH3:31][C:13]1[C:12]2[N-:16][C:15](=[CH:17][C:18]3[C:19]([CH3:28])=[C:20]([CH:26]=[CH2:27])[C:21](=[CH:23][C:24]4[N-:25][C:4]([CH:5]=[C:6]5[N:10]=[C:9]([CH:11]=2)[C:8]([CH3:32])=[C:7]5[CH2:33][CH2:34][C:35]([OH:37])=[O:36])=[C:3]([CH2:38][CH2:39][C:40]([O-:42])=[O:41])[C:2]=4[CH3:1])[N:22]=3)[C:14]=1[CH:29]=[CH2:30].[Fe+5:44].[Fe+5:44].[Fe+5:44].[Fe+5:44].[CH3:31][C:13]1[C:12]2[N-:16][C:15](=[CH:17][C:18]3[C:19]([CH3:28])=[C:20]([CH:26]=[CH2:27])[C:21](=[CH:23][C:24]4[N-:25][C:4]([CH:5]=[C:6]5[N:10]=[C:9]([CH:11]=2)[C:8]([CH3:32])=[C:7]5[CH2:33][CH2:34][C:35]([OH:37])=[O:36])=[C:3]([CH2:38][CH2:39][C:40]([O-:42])=[O:41])[C:2]=4[CH3:1])[N:22]=3)[C:14]=1[CH:29]=[CH2:30].[CH3:31][C:13]1[C:12]2[N-:16][C:15](=[CH:17][C:18]3[C:19]([CH3:28])=[C:20]([CH:26]=[CH2:27])[C:21](=[CH:23][C:24]4[N-:25][C:4]([CH:5]=[C:6]5[N:10]=[C:9]([CH:11]=2)[C:8]([CH3:32])=[C:7]5[CH2:33][CH2:34][C:35]([O-:37])=[O:36])=[C:3]([CH2:38][CH2:39][C:40]([OH:42])=[O:41])[C:2]=4[CH3:1])[N:22]=3)[C:14]=1[CH:29]=[CH2:30].[Fe:44].[Fe:44], predict the reactants needed to synthesize it. The reactants are: [CH3:1][C:2]1[C:24]2[N-:25][C:4](=[CH:5][C:6]3[N-:10][C:9]([CH:11]=[C:12]4[N:16]=[C:15]([CH:17]=[C:18]5[N:22]=[C:21]([CH:23]=2)[C:20]([CH:26]=[CH2:27])=[C:19]5[CH3:28])[C:14]([CH:29]=[CH2:30])=[C:13]4[CH3:31])=[C:8]([CH3:32])[C:7]=3[CH2:33][CH2:34][C:35]([OH:37])=[O:36])[C:3]=1[CH2:38][CH2:39][C:40]([OH:42])=[O:41].[Cl-].[Fe+3:44].Cl.C(O)(=O)C. (5) Given the product [CH3:25][CH:24]([O:23][C:21]([C:20]1[C:15]([N:12]2[CH2:13][CH2:14][N:9]([CH2:8][C:4]3[CH:5]=[CH:6][CH:7]=[C:2]([O:1][CH2:36][C:33]4[CH:34]=[CH:35][C:30]([O:29][CH2:27][CH3:28])=[CH:31][CH:32]=4)[CH:3]=3)[CH2:10][CH2:11]2)=[N:16][CH:17]=[CH:18][CH:19]=1)=[O:22])[CH3:26], predict the reactants needed to synthesize it. The reactants are: [OH:1][C:2]1[CH:3]=[C:4]([CH2:8][N:9]2[CH2:14][CH2:13][N:12]([C:15]3[C:20]([C:21]([O:23][CH:24]([CH3:26])[CH3:25])=[O:22])=[CH:19][CH:18]=[CH:17][N:16]=3)[CH2:11][CH2:10]2)[CH:5]=[CH:6][CH:7]=1.[CH2:27]([O:29][C:30]1[CH:35]=[CH:34][C:33]([CH2:36]O)=[CH:32][CH:31]=1)[CH3:28].C1(P(C2C=CC=CC=2)C2C=CC=CC=2)C=CC=CC=1. (6) Given the product [Si:14]([O:13][C:11]1[CH:10]=[CH:9][C:7]2[N:8]=[C:4](/[CH:3]=[CH:2]/[C:29]#[C:28][C:25]3[CH:26]=[CH:27][C:22]([NH2:21])=[N:23][CH:24]=3)[S:5][C:6]=2[CH:12]=1)([C:17]([CH3:20])([CH3:19])[CH3:18])([CH3:16])[CH3:15], predict the reactants needed to synthesize it. The reactants are: Br/[CH:2]=[CH:3]/[C:4]1[S:5][C:6]2[CH:12]=[C:11]([O:13][Si:14]([C:17]([CH3:20])([CH3:19])[CH3:18])([CH3:16])[CH3:15])[CH:10]=[CH:9][C:7]=2[N:8]=1.[NH2:21][C:22]1[CH:27]=[CH:26][C:25]([C:28]#[CH:29])=[CH:24][N:23]=1.C1COCC1.C(N(CC)CC)C.